This data is from Catalyst prediction with 721,799 reactions and 888 catalyst types from USPTO. The task is: Predict which catalyst facilitates the given reaction. (1) Reactant: C(OC(=O)[NH:7][C:8]1[CH:13]=[C:12]([N:14]([CH:16]([CH3:18])[CH3:17])[CH3:15])[C:11]([C:19]([F:22])([F:21])[F:20])=[CH:10][C:9]=1[NH:23][C:24](=[O:42])[CH2:25][C:26]([C:28]1[CH:33]=[CH:32][CH:31]=[C:30]([C:34]2[CH:39]=[C:38]([CH3:40])[N:37]=[C:36]([CH3:41])[CH:35]=2)[CH:29]=1)=O)(C)(C)C.C(O)(C(F)(F)F)=O. Product: [CH3:41][C:36]1[CH:35]=[C:34]([C:30]2[CH:29]=[C:28]([C:26]3[CH2:25][C:24](=[O:42])[NH:23][C:9]4[CH:10]=[C:11]([C:19]([F:21])([F:22])[F:20])[C:12]([N:14]([CH:16]([CH3:18])[CH3:17])[CH3:15])=[CH:13][C:8]=4[N:7]=3)[CH:33]=[CH:32][CH:31]=2)[CH:39]=[C:38]([CH3:40])[N:37]=1. The catalyst class is: 2. (2) Reactant: [CH2:1]([O:3][C:4](=[O:16])[NH:5][C:6]1[CH:11]=[CH:10][C:9]([CH3:12])=[CH:8][C:7]=1[N+:13]([O-:15])=[O:14])[CH3:2].[Br:17]N1C(=O)CCC1=O. Product: [CH2:1]([O:3][C:4](=[O:16])[NH:5][C:6]1[CH:11]=[CH:10][C:9]([CH2:12][Br:17])=[CH:8][C:7]=1[N+:13]([O-:15])=[O:14])[CH3:2]. The catalyst class is: 340. (3) Reactant: [OH:1][C:2]1[CH:7]=[CH:6][C:5]([N+:8]([O-:10])=[O:9])=[CH:4][C:3]=1[C:11](=[O:15])[CH2:12][CH2:13][CH3:14].[H-].[Na+].Br[CH:19]([C:26]1[CH:31]=[CH:30][CH:29]=[CH:28][CH:27]=1)[C:20]1[CH:25]=[CH:24][CH:23]=[CH:22][CH:21]=1. The catalyst class is: 3. Product: [CH:19]([O:1][C:2]1[CH:7]=[CH:6][C:5]([N+:8]([O-:10])=[O:9])=[CH:4][C:3]=1[C:11](=[O:15])[CH2:12][CH2:13][CH3:14])([C:20]1[CH:25]=[CH:24][CH:23]=[CH:22][CH:21]=1)[C:26]1[CH:31]=[CH:30][CH:29]=[CH:28][CH:27]=1. (4) Reactant: [Br:1][C:2]1[CH:7]=[CH:6][C:5]([C:8](=[O:24])[CH2:9][C:10]([C:16]2[CH:21]=[C:20]([Cl:22])[CH:19]=[C:18]([Cl:23])[CH:17]=2)(O)[C:11]([F:14])([F:13])[F:12])=[CH:4][C:3]=1[CH3:25].S(Cl)(Cl)=O. Product: [Br:1][C:2]1[CH:7]=[CH:6][C:5]([C:8](=[O:24])[CH:9]=[C:10]([C:16]2[CH:17]=[C:18]([Cl:23])[CH:19]=[C:20]([Cl:22])[CH:21]=2)[C:11]([F:13])([F:14])[F:12])=[CH:4][C:3]=1[CH3:25]. The catalyst class is: 11. (5) Reactant: [BH4-].[Na+].[CH2:3]([N:10]=[CH:11][C:12]1[CH:21]=[CH:20][C:19]2[C:14](=[CH:15][CH:16]=[C:17]([O:22][CH3:23])[CH:18]=2)[CH:13]=1)[C:4]1[CH:9]=[CH:8][CH:7]=[CH:6][CH:5]=1. Product: [CH2:3]([NH:10][CH2:11][C:12]1[CH:21]=[CH:20][C:19]2[C:14](=[CH:15][CH:16]=[C:17]([O:22][CH3:23])[CH:18]=2)[CH:13]=1)[C:4]1[CH:5]=[CH:6][CH:7]=[CH:8][CH:9]=1. The catalyst class is: 8. (6) Reactant: [O:1]=[C:2]1[CH:11]([CH2:12][C:13]([OH:15])=[O:14])[CH2:10][C:9]2[C:4](=[CH:5][CH:6]=[CH:7][CH:8]=2)[NH:3]1.[CH3:16]CN=C=NCCCN(C)C.CCN(C(C)C)C(C)C.C(Cl)Cl. Product: [CH3:16][O:14][C:13](=[O:15])[CH2:12][CH:11]1[CH2:10][C:9]2[C:4](=[CH:5][CH:6]=[CH:7][CH:8]=2)[NH:3][C:2]1=[O:1]. The catalyst class is: 5. (7) Reactant: C([C:11]1[C:18]2[S:17][C:16]3[CH:19]=[C:20]([C:22]#[C:23][CH2:24][CH2:25][CH2:26][CH2:27][CH2:28][CH2:29][CH2:30][CH3:31])[S:21][C:15]=3[C:14]=2[S:13][CH:12]=1)CCCCCCCCC. Product: [CH2:22]([C:20]1[S:21][C:15]2[C:14]3[S:13][CH:12]=[CH:11][C:18]=3[S:17][C:16]=2[C:19]=1[CH2:11][CH2:18][CH2:14][CH2:15][CH2:16][CH2:19][CH2:20][CH2:22][CH2:23][CH3:24])[CH2:23][CH2:24][CH2:25][CH2:26][CH2:27][CH2:28][CH2:29][CH2:30][CH3:31]. The catalyst class is: 612. (8) Reactant: [C:1]([NH:9][C@@H:10]([CH2:15][CH2:16][CH2:17][CH2:18][NH:19][C:20]([O:22]C(C)(C)C)=O)[C:11]([O:13][CH3:14])=[O:12])(=[O:8])[C:2]1[CH:7]=[CH:6][CH:5]=[CH:4][CH:3]=1.Cl.O1CCOCC1.[C:34]([O:38][C:39]([NH:41][CH2:42]C(O)=O)=[O:40])([CH3:37])([CH3:36])[CH3:35].C1CN([P+](Br)(N2CCCC2)N2CCCC2)CC1.F[P-](F)(F)(F)(F)F.CCN(C(C)C)C(C)C. Product: [C:1]([NH:9][C@@H:10]([CH2:15][CH2:16][CH2:17][CH2:18][NH:19][C:20](=[O:22])[CH2:42][NH:41][C:39]([O:38][C:34]([CH3:37])([CH3:36])[CH3:35])=[O:40])[C:11]([O:13][CH3:14])=[O:12])(=[O:8])[C:2]1[CH:3]=[CH:4][CH:5]=[CH:6][CH:7]=1. The catalyst class is: 25.